Dataset: Full USPTO retrosynthesis dataset with 1.9M reactions from patents (1976-2016). Task: Predict the reactants needed to synthesize the given product. (1) The reactants are: [CH2:1]([O:3][C:4]([N:6]=[C:7]=[S:8])=[O:5])[CH3:2].[NH2:9][C:10]1[CH:15]=[CH:14][C:13]([Cl:16])=[CH:12][N:11]=1. Given the product [Cl:16][C:13]1[CH:14]=[CH:15][C:10]([NH:9][C:7]([NH:6][C:4](=[O:5])[O:3][CH2:1][CH3:2])=[S:8])=[N:11][CH:12]=1, predict the reactants needed to synthesize it. (2) Given the product [C:34]([NH:1][C@H:2]1[CH2:3][CH2:4][C@H:5]([NH:8][C:9]([C:11]2[C:15]3[N:16]=[CH:17][N:18]=[C:19]([C:20]4[C:28]5[O:27][CH2:26][O:25][C:24]=5[CH:23]=[CH:22][C:21]=4[O:29][CH2:30][CH2:31][O:32][CH3:33])[C:14]=3[NH:13][CH:12]=2)=[O:10])[CH2:6][CH2:7]1)(=[O:36])[CH3:35], predict the reactants needed to synthesize it. The reactants are: [NH2:1][C@H:2]1[CH2:7][CH2:6][C@H:5]([NH:8][C:9]([C:11]2[C:15]3[N:16]=[CH:17][N:18]=[C:19]([C:20]4[C:28]5[O:27][CH2:26][O:25][C:24]=5[CH:23]=[CH:22][C:21]=4[O:29][CH2:30][CH2:31][O:32][CH3:33])[C:14]=3[NH:13][CH:12]=2)=[O:10])[CH2:4][CH2:3]1.[C:34](Cl)(=[O:36])[CH3:35]. (3) The reactants are: [CH:1]12[CH2:9][CH:5]([CH2:6][NH:7][CH2:8]1)[CH2:4][N:3]([CH2:10][C@H:11]([OH:22])[CH2:12][O:13][C:14]1[CH:21]=[CH:20][C:17]([C:18]#[N:19])=[CH:16][CH:15]=1)[CH2:2]2.[OH-].[Na+].[N:25]1([C:31](Cl)=[O:32])[CH2:30][CH2:29][O:28][CH2:27][CH2:26]1.O. Given the product [OH:22][C@@H:11]([CH2:10][N:3]1[CH2:4][CH:5]2[CH2:9][CH:1]([CH2:8][N:7]([C:31]([N:25]3[CH2:30][CH2:29][O:28][CH2:27][CH2:26]3)=[O:32])[CH2:6]2)[CH2:2]1)[CH2:12][O:13][C:14]1[CH:15]=[CH:16][C:17]([C:18]#[N:19])=[CH:20][CH:21]=1, predict the reactants needed to synthesize it. (4) Given the product [NH2:1][C:4]1[CH:5]=[N:6][N:7]([C:9]([O:11][C:12]([CH3:15])([CH3:14])[CH3:13])=[O:10])[CH:8]=1, predict the reactants needed to synthesize it. The reactants are: [N+:1]([C:4]1[CH:5]=[N:6][N:7]([C:9]([O:11][C:12]([CH3:15])([CH3:14])[CH3:13])=[O:10])[CH:8]=1)([O-])=O.O. (5) Given the product [Br:1][C:2]1[CH:7]=[CH:6][C:5]([S:8][CH:10]2[CH2:15][CH2:14][N:13]([C:16]([O:18][C:19]([CH3:22])([CH3:21])[CH3:20])=[O:17])[CH2:12][CH2:11]2)=[CH:4][CH:3]=1, predict the reactants needed to synthesize it. The reactants are: [Br:1][C:2]1[CH:7]=[CH:6][C:5]([SH:8])=[CH:4][CH:3]=1.O[CH:10]1[CH2:15][CH2:14][N:13]([C:16]([O:18][C:19]([CH3:22])([CH3:21])[CH3:20])=[O:17])[CH2:12][CH2:11]1.C1C=CC(P(C2C=CC=CC=2)C2C=CC=CC=2)=CC=1.CCOC(/N=N/C(OCC)=O)=O. (6) The reactants are: Cl.[C:2]([CH:5]1[CH:10]2[CH:6]1[CH2:7][N:8](C(OC(C)(C)C)=O)[CH2:9]2)(=[O:4])[NH2:3].C(Cl)[Cl:19]. Given the product [ClH:19].[CH:6]12[CH:5]([C:2]([NH2:3])=[O:4])[CH:10]1[CH2:9][NH:8][CH2:7]2, predict the reactants needed to synthesize it. (7) Given the product [CH2:31]([CH:28]([N:23]1[C:21]2[N:22]=[C:17]([NH:16][C:13]3[CH:14]=[CH:15][C:10]([N:7]4[CH2:8][CH2:9][N:4]([C:1](=[O:3])[CH3:2])[CH2:5][CH2:6]4)=[CH:11][CH:12]=3)[N:18]=[CH:19][C:20]=2[CH:25]=[C:24]1[C:26]1[O:27][CH:43]=[N:42][CH:45]=1)[CH2:29][CH3:30])[CH3:32], predict the reactants needed to synthesize it. The reactants are: [C:1]([N:4]1[CH2:9][CH2:8][N:7]([C:10]2[CH:15]=[CH:14][C:13]([NH:16][C:17]3[N:18]=[CH:19][C:20]4[CH:25]=[C:24]([CH:26]=[O:27])[N:23]([CH:28]([CH2:31][CH3:32])[CH2:29][CH3:30])[C:21]=4[N:22]=3)=[CH:12][CH:11]=2)[CH2:6][CH2:5]1)(=[O:3])[CH3:2].C1(C)C=CC(S([N+:42]#[C-:43])(=O)=O)=CC=1.[C:45]([O-])([O-])=O.[K+].[K+]. (8) Given the product [F:22][C:23]([F:25])([F:24])[C:15]1[C:13]([NH2:14])=[N:12][C:10](=[O:11])[N:9]([CH:16]=1)[C@@H:1]1[O:8][C@H:5]([CH2:6][OH:7])[C@@H:3]([OH:4])[CH2:2]1, predict the reactants needed to synthesize it. The reactants are: [C@@H:1]1([N:9]2[CH:16]=[CH:15][C:13]([NH2:14])=[N:12][C:10]2=[O:11])[O:8][C@H:5]([CH2:6][OH:7])[C@@H:3]([OH:4])[CH2:2]1.S(=O)(=O)(O)O.[F:22][C:23](I)([F:25])[F:24].OO.